Dataset: Reaction yield outcomes from USPTO patents with 853,638 reactions. Task: Predict the reaction yield, written as a fraction of the theoretical maximum amount of product (1.0 means a 100% yield; for example, 0.34 means a 34% yield). The reactants are [CH2:1]([O:8][N:9]1[C:15](=[O:16])[N:14]2[CH2:17][C@H:10]1[CH2:11][CH2:12][C@H:13]2[C:18]([OH:20])=O)[C:2]1[CH:7]=[CH:6][CH:5]=[CH:4][CH:3]=1.[F:21][C:22]1([F:29])[CH2:24][CH:23]1[C:25]([NH:27][NH2:28])=[O:26].ON1C2C=CC=CC=2N=N1.Cl.C(N=C=NCCCN(C)C)C. The catalyst is C(Cl)Cl. The product is [CH2:1]([O:8][N:9]1[C:15](=[O:16])[N:14]2[CH2:17][C@H:10]1[CH2:11][CH2:12][C@H:13]2[C:18]([NH:28][NH:27][C:25]([CH:23]1[CH2:24][C:22]1([F:29])[F:21])=[O:26])=[O:20])[C:2]1[CH:3]=[CH:4][CH:5]=[CH:6][CH:7]=1. The yield is 1.00.